From a dataset of Catalyst prediction with 721,799 reactions and 888 catalyst types from USPTO. Predict which catalyst facilitates the given reaction. (1) Reactant: [F:1][C:2]([F:24])([F:23])[C:3]1[CH:22]=[CH:21][CH:20]=[CH:19][C:4]=1[O:5][CH:6]1[CH2:11][CH2:10][N:9](C(OC(C)(C)C)=O)[CH2:8][CH2:7]1.FC(F)(F)C(O)=O. Product: [F:24][C:2]([F:1])([F:23])[C:3]1[CH:22]=[CH:21][CH:20]=[CH:19][C:4]=1[O:5][CH:6]1[CH2:11][CH2:10][NH:9][CH2:8][CH2:7]1. The catalyst class is: 96. (2) Reactant: [O:1]1[CH2:6][CH2:5][N:4]([CH2:7][CH2:8][CH2:9][O:10][C:11]2[CH:19]=[CH:18][C:14]([C:15](Cl)=[O:16])=[CH:13][CH:12]=2)[CH2:3][CH2:2]1.[F:20][C:21]1[CH:22]=[CH:23][C:24]2[C:25]3[C:34]([CH3:36])([CH3:35])[CH2:33][NH:32][CH:31]=[C:30]([C:37]([O:39][CH:40]([CH3:42])[CH3:41])=[O:38])[C:26]=3[NH:27][C:28]=2[CH:29]=1.C(N(CC)CC)C.CO. Product: [F:20][C:21]1[CH:22]=[CH:23][C:24]2[C:25]3[C:34]([CH3:36])([CH3:35])[CH2:33][N:32]([C:15](=[O:16])[C:14]4[CH:18]=[CH:19][C:11]([O:10][CH2:9][CH2:8][CH2:7][N:4]5[CH2:5][CH2:6][O:1][CH2:2][CH2:3]5)=[CH:12][CH:13]=4)[CH:31]=[C:30]([C:37]([O:39][CH:40]([CH3:42])[CH3:41])=[O:38])[C:26]=3[NH:27][C:28]=2[CH:29]=1. The catalyst class is: 10. (3) Product: [C@@H:18]1([CH3:25])[CH2:19][CH2:20][CH:21]([CH:22]([CH3:24])[CH3:23])[CH:16]([O:15][CH:14]2[CH:10]3[CH:11]([NH:7][C:8](=[O:27])[NH:9]3)[C:12](=[O:26])[O:13]2)[CH2:17]1. The catalyst class is: 6. Reactant: N(S([N:7]1[CH:11]2[C:12](=[O:26])[O:13][CH:14]([O:15][CH:16]3[CH:21]([CH:22]([CH3:24])[CH3:23])[CH2:20][CH2:19][C@@H:18]([CH3:25])[CH2:17]3)[CH:10]2[NH:9][C:8]1=[O:27])(=O)=O)=[N+]=[N-].[O-]S([O-])=O.[Na+].[Na+]. (4) Reactant: [C:1]([C:5]1[O:6][C:7]2[C:13]([S:14](Cl)(=[O:16])=[O:15])=[C:12]([Cl:18])[CH:11]=[CH:10][C:8]=2[N:9]=1)([CH3:4])([CH3:3])[CH3:2].C(N(CC)CC)C.[CH3:26][CH2:27][N:28]([CH2:31][CH2:32][NH:33][CH3:34])[CH2:29][CH3:30]. Product: [CH2:27]([N:28]([CH2:29][CH3:30])[CH2:31][CH2:32][N:33]([CH3:34])[S:14]([C:13]1[C:7]2[O:6][C:5]([C:1]([CH3:4])([CH3:3])[CH3:2])=[N:9][C:8]=2[CH:10]=[CH:11][C:12]=1[Cl:18])(=[O:16])=[O:15])[CH3:26]. The catalyst class is: 1. (5) Reactant: [NH2:1][C@H:2]1[C:11]2[C:6](=[CH:7][CH:8]=[CH:9][CH:10]=2)[N:5]([C:12](=[O:14])[CH3:13])[C@@H:4]([CH3:15])[C@@H:3]1[CH3:16].Cl[C:18]1[CH:23]=[CH:22][CH:21]=[C:20]([CH3:24])[N:19]=1.CC(C)([O-])C.[Na+].CN(C1C(C2C(P(C3CCCCC3)C3CCCCC3)=CC=CC=2)=CC=CC=1)C. Product: [CH3:15][C@H:4]1[C@H:3]([CH3:16])[C@@H:2]([NH:1][C:18]2[CH:23]=[CH:22][CH:21]=[C:20]([CH3:24])[N:19]=2)[C:11]2[C:6](=[CH:7][CH:8]=[CH:9][CH:10]=2)[N:5]1[C:12](=[O:14])[CH3:13]. The catalyst class is: 102.